From a dataset of Full USPTO retrosynthesis dataset with 1.9M reactions from patents (1976-2016). Predict the reactants needed to synthesize the given product. (1) Given the product [Cl:13][C:14]1[C:19]([CH:25]([C:24]2[CH:27]=[CH:28][CH:29]=[CH:30][C:23]=2[O:22][CH3:21])[OH:26])=[CH:18][CH:17]=[C:16]([Cl:20])[N:15]=1, predict the reactants needed to synthesize it. The reactants are: C(NC(C)C)(C)C.[Li]CCCC.[Cl:13][C:14]1[CH:19]=[CH:18][CH:17]=[C:16]([Cl:20])[N:15]=1.[CH3:21][O:22][C:23]1[CH:30]=[CH:29][CH:28]=[CH:27][C:24]=1[CH:25]=[O:26].[Na+].[Cl-]. (2) Given the product [C:13]12([CH2:23][C:24]([NH:1][N:2]3[C:11](=[O:12])[C:10]4[C:5](=[CH:6][CH:7]=[CH:8][CH:9]=4)[N:4]=[CH:3]3)=[O:25])[CH2:20][CH:19]3[CH2:18][CH:17]([CH2:16][CH:15]([CH2:21]3)[CH2:14]1)[CH2:22]2, predict the reactants needed to synthesize it. The reactants are: [NH2:1][N:2]1[C:11](=[O:12])[C:10]2[C:5](=[CH:6][CH:7]=[CH:8][CH:9]=2)[N:4]=[CH:3]1.[C:13]12([CH2:23][C:24](Cl)=[O:25])[CH2:22][CH:17]3[CH2:18][CH:19]([CH2:21][CH:15]([CH2:16]3)[CH2:14]1)[CH2:20]2.N1C=CC=CC=1. (3) Given the product [N:1]1[C:9]2[CH:8]=[CH:7][N:6]=[CH:5][C:4]=2[NH:3][C:2]=1[C:10]1[CH:11]=[CH:12][C:13]([CH2:14][NH2:15])=[CH:16][CH:17]=1, predict the reactants needed to synthesize it. The reactants are: [N:1]1[C:9]2[CH:8]=[CH:7][N:6]=[CH:5][C:4]=2[NH:3][C:2]=1[C:10]1[CH:17]=[CH:16][C:13]([C:14]#[N:15])=[CH:12][CH:11]=1.[BH4-].[Na+]. (4) The reactants are: [CH2:1]([S:5]([C:8]1[N:13]=[C:12]([C:14]([OH:16])=O)[CH:11]=[CH:10][CH:9]=1)(=[O:7])=[O:6])[CH:2]([CH3:4])[CH3:3].[NH2:17][C@@H:18]([CH2:22][CH:23]([CH3:25])[CH3:24])[C:19]([NH2:21])=[O:20]. Given the product [C:19]([C@@H:18]([NH:17][C:14]([C:12]1[CH:11]=[CH:10][CH:9]=[C:8]([S:5]([CH2:1][CH:2]([CH3:3])[CH3:4])(=[O:6])=[O:7])[N:13]=1)=[O:16])[CH2:22][CH:23]([CH3:25])[CH3:24])(=[O:20])[NH2:21], predict the reactants needed to synthesize it. (5) Given the product [CH2:1]([O:8][C:9]([N:11]1[CH2:16][CH2:15][N:14]([CH3:25])[CH2:13][CH:12]1[C:17](=[O:22])[N:18]([O:20][CH3:21])[CH3:19])=[O:10])[C:2]1[CH:3]=[CH:4][CH:5]=[CH:6][CH:7]=1, predict the reactants needed to synthesize it. The reactants are: [CH2:1]([O:8][C:9]([N:11]1[CH2:16][CH2:15][NH:14][CH2:13][CH:12]1[C:17](=[O:22])[N:18]([O:20][CH3:21])[CH3:19])=[O:10])[C:2]1[CH:7]=[CH:6][CH:5]=[CH:4][CH:3]=1.C=O.[C:25](O[BH-](OC(=O)C)OC(=O)C)(=O)C.[Na+]. (6) Given the product [Br:1][C:2]1[C:7]([NH:8][C:15]([C:12]2[CH:13]=[CH:14][O:10][N:11]=2)=[O:16])=[CH:6][C:5]([F:9])=[CH:4][N:3]=1, predict the reactants needed to synthesize it. The reactants are: [Br:1][C:2]1[C:7]([NH2:8])=[CH:6][C:5]([F:9])=[CH:4][N:3]=1.[O:10]1[CH:14]=[CH:13][C:12]([C:15](O)=[O:16])=[N:11]1. (7) Given the product [F:1][CH:2]([F:4])[O:11][C:12]1[CH:21]=[CH:20][C:15]([C:16]([O:18][CH3:19])=[O:17])=[CH:14][C:13]=1[I:22], predict the reactants needed to synthesize it. The reactants are: [F:1][CH:2]([F:4])I.C(=O)([O-])[O-].[K+].[K+].[OH:11][C:12]1[CH:21]=[CH:20][C:15]([C:16]([O:18][CH3:19])=[O:17])=[CH:14][C:13]=1[I:22].